From a dataset of Forward reaction prediction with 1.9M reactions from USPTO patents (1976-2016). Predict the product of the given reaction. (1) Given the reactants C(OC(C(F)(F)F)=O)(C(F)(F)F)=O.[F:14][C:15]([F:31])([F:30])[C:16]1[CH:21]=[CH:20][CH:19]=[CH:18][C:17]=1[N:22]1[CH:26]=[C:25]([C:27]([NH2:29])=O)[N:24]=[CH:23]1.CCN(CC)CC, predict the reaction product. The product is: [F:30][C:15]([F:14])([F:31])[C:16]1[CH:21]=[CH:20][CH:19]=[CH:18][C:17]=1[N:22]1[CH:26]=[C:25]([C:27]#[N:29])[N:24]=[CH:23]1. (2) Given the reactants [NH2:1][C:2]1[CH:7]=[CH:6][CH:5]=[CH:4][CH:3]=1.C(=O)([O-])O.[K+].Cl[CH2:14][C:15](Cl)=[O:16].[OH:18][CH2:19][CH2:20][NH2:21], predict the reaction product. The product is: [OH:16][CH2:15][CH2:14][NH:21][CH2:20][C:19]([NH:1][C:2]1[CH:7]=[CH:6][CH:5]=[CH:4][CH:3]=1)=[O:18]. (3) Given the reactants C1(C)C=CC=CC=1.[Cl:8][C:9]1[CH:10]=[C:11]([CH:27]=[C:28]([F:30])[CH:29]=1)[C:12]([C@@H:14]1[CH2:19][CH2:18][CH2:17][N:16]([C:20]([O:22][C:23]([CH3:26])([CH3:25])[CH3:24])=[O:21])[CH2:15]1)=[O:13].CO, predict the reaction product. The product is: [Cl:8][C:9]1[CH:10]=[C:11]([C@H:12]([OH:13])[C@@H:14]2[CH2:19][CH2:18][CH2:17][N:16]([C:20]([O:22][C:23]([CH3:25])([CH3:24])[CH3:26])=[O:21])[CH2:15]2)[CH:27]=[C:28]([F:30])[CH:29]=1. (4) Given the reactants [O:1]=[C:2]1[C:7]([C:14]2[CH:19]=[CH:18][CH:17]=[CH:16][CH:15]=2)([C:8]2[CH:13]=[CH:12][CH:11]=[CH:10][CH:9]=2)[CH2:6][CH2:5][CH2:4][N:3]1[CH2:20][C:21](O)=[O:22].Cl.[F:25][C:26]1[CH:31]=[CH:30][C:29]([C:32]([C:39]2[CH:44]=[CH:43][C:42]([F:45])=[CH:41][CH:40]=2)=[C:33]2[CH2:38][CH2:37][NH:36][CH2:35][CH2:34]2)=[CH:28][CH:27]=1.F[P-](F)(F)(F)(F)F.N1(OC(N(C)C)=[N+](C)C)C2N=CC=CC=2N=N1.C(N(C(C)C)CC)(C)C, predict the reaction product. The product is: [F:45][C:42]1[CH:41]=[CH:40][C:39]([C:32]([C:29]2[CH:30]=[CH:31][C:26]([F:25])=[CH:27][CH:28]=2)=[C:33]2[CH2:38][CH2:37][N:36]([C:21](=[O:22])[CH2:20][N:3]3[CH2:4][CH2:5][CH2:6][C:7]([C:14]4[CH:19]=[CH:18][CH:17]=[CH:16][CH:15]=4)([C:8]4[CH:13]=[CH:12][CH:11]=[CH:10][CH:9]=4)[C:2]3=[O:1])[CH2:35][CH2:34]2)=[CH:44][CH:43]=1. (5) Given the reactants [NH2:1][C:2]1[CH:19]=[CH:18][C:5]([O:6][CH2:7][C:8]2[CH:17]=[CH:16][CH:15]=[CH:14][C:9]=2[C:10]([O:12][CH3:13])=[O:11])=[CH:4][C:3]=1[N+:20]([O-:22])=[O:21].O1CCCC1.[H-].[Na+].[C:30](O[C:30]([O:32][C:33]([CH3:36])([CH3:35])[CH3:34])=[O:31])([O:32][C:33]([CH3:36])([CH3:35])[CH3:34])=[O:31], predict the reaction product. The product is: [C:33]([O:32][C:30]([NH:1][C:2]1[CH:19]=[CH:18][C:5]([O:6][CH2:7][C:8]2[CH:17]=[CH:16][CH:15]=[CH:14][C:9]=2[C:10]([O:12][CH3:13])=[O:11])=[CH:4][C:3]=1[N+:20]([O-:22])=[O:21])=[O:31])([CH3:36])([CH3:35])[CH3:34]. (6) Given the reactants [C:1]([O:5][C:6]([NH:8][C:9]1[S:10][CH:11]=[C:12]([C:14]([OH:16])=O)[N:13]=1)=[O:7])([CH3:4])([CH3:3])[CH3:2].Cl.[CH3:18][O:19][NH:20][CH3:21].CN(C(ON1N=NC2C=CC=NC1=2)=[N+](C)C)C.F[P-](F)(F)(F)(F)F.C(N(CC)CC)C, predict the reaction product. The product is: [CH3:18][O:19][N:20]([CH3:21])[C:14]([C:12]1[N:13]=[C:9]([NH:8][C:6](=[O:7])[O:5][C:1]([CH3:2])([CH3:3])[CH3:4])[S:10][CH:11]=1)=[O:16].